This data is from Full USPTO retrosynthesis dataset with 1.9M reactions from patents (1976-2016). The task is: Predict the reactants needed to synthesize the given product. (1) Given the product [N:7]1[CH:12]=[CH:11][CH:10]=[CH:9][C:8]=1[C:13]1[CH:18]=[CH:17][C:16]([CH:19]([CH2:25][OH:26])[CH2:20][OH:21])=[CH:15][CH:14]=1, predict the reactants needed to synthesize it. The reactants are: [H-].[Al+3].[Li+].[H-].[H-].[H-].[N:7]1[CH:12]=[CH:11][CH:10]=[CH:9][C:8]=1[C:13]1[CH:18]=[CH:17][C:16]([CH:19]([C:25](OCC)=[O:26])[C:20](OCC)=[O:21])=[CH:15][CH:14]=1.O. (2) Given the product [NH2:1][C:4]1[CH:5]=[C:6]([CH:11]=[C:12]([S:14]([F:19])([F:15])([F:16])([F:17])[F:18])[CH:13]=1)[C:7]([O:9][CH3:10])=[O:8], predict the reactants needed to synthesize it. The reactants are: [N+:1]([C:4]1[CH:5]=[C:6]([CH:11]=[C:12]([S:14]([F:19])([F:18])([F:17])([F:16])[F:15])[CH:13]=1)[C:7]([O:9][CH3:10])=[O:8])([O-])=O.CC(O)=O.[H][H]. (3) Given the product [N:1]1([S:11]([C:14]2[CH:15]=[C:16]([N:20]3[C:33](=[O:35])[C:25]4=[C:26]([C:29]([OH:31])=[O:30])[S:27][CH:28]=[C:24]4[NH:23][C:21]3=[O:22])[CH:17]=[CH:18][CH:19]=2)(=[O:13])=[O:12])[C:10]2[C:5](=[CH:6][CH:7]=[CH:8][CH:9]=2)[CH2:4][CH2:3][CH2:2]1, predict the reactants needed to synthesize it. The reactants are: [N:1]1([S:11]([C:14]2[CH:15]=[C:16]([NH:20][C:21]([NH:23][C:24]3[C:25]([C:33]([O:35]C)=O)=[C:26]([C:29]([O:31]C)=[O:30])[S:27][CH:28]=3)=[O:22])[CH:17]=[CH:18][CH:19]=2)(=[O:13])=[O:12])[C:10]2[C:5](=[CH:6][CH:7]=[CH:8][CH:9]=2)[CH2:4][CH2:3][CH2:2]1.C[O-].[Na+]. (4) Given the product [CH:19]1[CH:20]=[CH:21][C:16]([S:22]([NH2:6])(=[O:24])=[O:23])=[CH:17][CH:18]=1.[I:1][C:2]1[CH:8]=[CH:7][CH:5]=[CH:4][CH:3]=1, predict the reactants needed to synthesize it. The reactants are: [I:1][C:2]1[CH:8]=[CH:7][C:5]([NH2:6])=[CH:4][CH:3]=1.C(N(CC)CC)C.[C:16]1([S:22](Cl)(=[O:24])=[O:23])[CH:21]=[CH:20][CH:19]=[CH:18][CH:17]=1. (5) Given the product [C:40]([C:34]1[N:33]=[CH:32][C:31]([C:11]2[N:10]([C:8]([N:5]3[CH2:4][CH2:3][CH:2]([NH:1][C:44]([N:48]4[CH2:52][CH2:51][CH2:50][CH2:49]4)=[O:45])[CH2:7][CH2:6]3)=[O:9])[C@@:14]([C:16]3[CH:21]=[CH:20][C:19]([Cl:22])=[CH:18][CH:17]=3)([CH3:15])[C@@:13]([C:24]3[CH:29]=[CH:28][C:27]([Cl:30])=[CH:26][CH:25]=3)([CH3:23])[N:12]=2)=[C:36]([O:37][CH2:38][CH3:39])[CH:35]=1)([CH3:42])([CH3:41])[CH3:43], predict the reactants needed to synthesize it. The reactants are: [NH2:1][CH:2]1[CH2:7][CH2:6][N:5]([C:8]([N:10]2[C@@:14]([C:16]3[CH:21]=[CH:20][C:19]([Cl:22])=[CH:18][CH:17]=3)([CH3:15])[C@@:13]([C:24]3[CH:29]=[CH:28][C:27]([Cl:30])=[CH:26][CH:25]=3)([CH3:23])[N:12]=[C:11]2[C:31]2[CH:32]=[N:33][C:34]([C:40]([CH3:43])([CH3:42])[CH3:41])=[CH:35][C:36]=2[O:37][CH2:38][CH3:39])=[O:9])[CH2:4][CH2:3]1.[C:44](Cl)(Cl)=[O:45].[NH:48]1[CH2:52][CH2:51][CH2:50][CH2:49]1. (6) Given the product [F:1][C:2]1[CH:10]=[C:9]([C:11]([F:14])([F:13])[F:12])[CH:8]=[C:7]2[C:3]=1[CH2:4][NH:5][CH2:6]2, predict the reactants needed to synthesize it. The reactants are: [F:1][C:2]1[CH:10]=[C:9]([C:11]([F:14])([F:13])[F:12])[CH:8]=[C:7]2[C:3]=1[CH2:4][N:5](C(C1C=CC=CC=1)(C1C=CC=CC=1)C1C=CC=CC=1)[CH2:6]2.FC(F)(F)C(O)=O.